Dataset: Forward reaction prediction with 1.9M reactions from USPTO patents (1976-2016). Task: Predict the product of the given reaction. (1) The product is: [Cl:36][C:33]1[CH:34]=[CH:35][C:30]([NH:29][C:27]([C:26]2[CH:25]=[C:24]([NH:23][C:3]([CH:5]3[C:13]4[C:8](=[CH:9][CH:10]=[C:11]([C:14](=[O:18])[CH3:19])[CH:12]=4)[N:7]([CH2:20][CH3:21])[C:6]3=[O:22])=[O:4])[CH:39]=[CH:38][CH:37]=2)=[O:28])=[CH:31][CH:32]=1. Given the reactants CO[C:3]([CH:5]1[C:13]2[C:8](=[CH:9][CH:10]=[C:11]([C:14]3([CH3:19])[O:18]CCO3)[CH:12]=2)[N:7]([CH2:20][CH3:21])[C:6]1=[O:22])=[O:4].[NH2:23][C:24]1[CH:25]=[C:26]([CH:37]=[CH:38][CH:39]=1)[C:27]([NH:29][C:30]1[CH:35]=[CH:34][C:33]([Cl:36])=[CH:32][CH:31]=1)=[O:28], predict the reaction product. (2) Given the reactants C(OC([NH:8][C@H:9]([CH3:16])/[CH:10]=[CH:11]/[C:12]([O:14][CH3:15])=[O:13])=O)(C)(C)C.[F:17][C:18]([F:23])([F:22])[C:19]([OH:21])=[O:20], predict the reaction product. The product is: [F:17][C:18]([F:23])([F:22])[C:19]([OH:21])=[O:20].[NH2:8][C@H:9]([CH3:16])/[CH:10]=[CH:11]/[C:12]([O:14][CH3:15])=[O:13]. (3) Given the reactants [OH:1][C:2]1[CH:11]=[C:10]2[C:5]([CH:6]=[CH:7][C:8](=[O:12])[O:9]2)=[CH:4][CH:3]=1.[N+:13]([C:16]1[CH:21]=[C:20]([N+:22]([O-:24])=[O:23])[CH:19]=[CH:18][C:17]=1[CH2:25][CH2:26][CH2:27][CH2:28][CH2:29]O)([O-:15])=[O:14].C1(P(C2C=CC=CC=2)C2C=CC=CC=2)C=CC=CC=1.CC(OC(/N=N/C(OC(C)C)=O)=O)C, predict the reaction product. The product is: [N+:13]([C:16]1[CH:21]=[C:20]([N+:22]([O-:24])=[O:23])[CH:19]=[CH:18][C:17]=1[CH2:25][CH2:26][CH2:27][CH2:28][CH2:29][O:1][C:2]1[CH:11]=[C:10]2[C:5]([CH:6]=[CH:7][C:8](=[O:12])[O:9]2)=[CH:4][CH:3]=1)([O-:15])=[O:14].